Dataset: Peptide-MHC class II binding affinity with 134,281 pairs from IEDB. Task: Regression. Given a peptide amino acid sequence and an MHC pseudo amino acid sequence, predict their binding affinity value. This is MHC class II binding data. (1) The peptide sequence is AQLSQLISLLPSTLQ. The MHC is DRB1_0301 with pseudo-sequence DRB1_0301. The binding affinity (normalized) is 0.249. (2) The peptide sequence is DFYSELGNKYAYDLI. The MHC is DRB1_0101 with pseudo-sequence DRB1_0101. The binding affinity (normalized) is 0.835. (3) The peptide sequence is RAYRNALSMMPEAMT. The MHC is HLA-DQA10201-DQB10301 with pseudo-sequence HLA-DQA10201-DQB10301. The binding affinity (normalized) is 0.596. (4) The peptide sequence is LDAAYSVAYKAAVGA. The binding affinity (normalized) is 0.302. The MHC is HLA-DQA10401-DQB10402 with pseudo-sequence HLA-DQA10401-DQB10402.